This data is from Full USPTO retrosynthesis dataset with 1.9M reactions from patents (1976-2016). The task is: Predict the reactants needed to synthesize the given product. (1) Given the product [CH:19]1([CH2:22][N:10]2[CH2:11][C:5]3[CH:4]=[C:3]([O:2][CH3:1])[C:15]([N+:16]([O-:18])=[O:17])=[CH:14][C:6]=3[N:7]([CH3:13])[C:8](=[O:12])[CH2:9]2)[CH2:21][CH2:20]1, predict the reactants needed to synthesize it. The reactants are: [CH3:1][O:2][C:3]1[C:15]([N+:16]([O-:18])=[O:17])=[CH:14][C:6]2[N:7]([CH3:13])[C:8](=[O:12])[CH2:9][NH:10][CH2:11][C:5]=2[CH:4]=1.[CH:19]1([CH2:22]Br)[CH2:21][CH2:20]1.[I-].[Na+].C(N(CC)C(C)C)(C)C.CN(C)C=O. (2) Given the product [CH2:1]([O:8][C:9]([C:11]1[C:12]2[C:13](=[O:25])[NH:14][C:15](=[O:24])[C:16]=2[C:17]2[CH:18]=[CH:19][N:20]([CH3:23])[C:21]=2[CH:22]=1)=[O:10])[C:2]1[CH:3]=[CH:4][CH:5]=[CH:6][CH:7]=1, predict the reactants needed to synthesize it. The reactants are: [CH2:1]([O:8][C:9]([CH:11]1[CH2:22][C:21]2[N:20]([CH3:23])[CH:19]=[CH:18][C:17]=2[CH:16]2[CH:12]1[C:13](=[O:25])[NH:14][C:15]2=[O:24])=[O:10])[C:2]1[CH:7]=[CH:6][CH:5]=[CH:4][CH:3]=1. (3) Given the product [C:21]1([CH2:27][CH2:28][CH2:29][NH:30][C:31]([NH:5][CH:4]([C:6]2[CH:7]=[CH:8][C:9]([F:12])=[CH:10][CH:11]=2)[C:3]([O:2][CH3:1])([O:19][CH3:20])[C:13]2[CH:18]=[CH:17][N:16]=[CH:15][CH:14]=2)=[O:32])[CH:26]=[CH:25][CH:24]=[CH:23][CH:22]=1, predict the reactants needed to synthesize it. The reactants are: [CH3:1][O:2][C:3]([O:19][CH3:20])([C:13]1[CH:18]=[CH:17][N:16]=[CH:15][CH:14]=1)[CH:4]([C:6]1[CH:11]=[CH:10][C:9]([F:12])=[CH:8][CH:7]=1)[NH2:5].[C:21]1([CH2:27][CH2:28][CH2:29][NH:30][C:31](N2C=CN=C2)=[O:32])[CH:26]=[CH:25][CH:24]=[CH:23][CH:22]=1. (4) Given the product [NH:64]1[C:65]2[C:70](=[CH:69][CH:68]=[CH:67][CH:66]=2)[C:62]([CH2:61][CH2:60][NH:59][C:34](=[O:35])[C@H:19]([CH2:20][CH2:21][CH2:22][NH:23][C:24]([O:26][CH2:27][C:28]2[CH:33]=[CH:32][CH:31]=[CH:30][CH:29]=2)=[O:25])[NH:18][C:1]([O:3][CH2:4][CH:5]2[C:6]3[C:11](=[CH:10][CH:9]=[CH:8][CH:7]=3)[C:12]3[C:17]2=[CH:16][CH:15]=[CH:14][CH:13]=3)=[O:2])=[CH:63]1, predict the reactants needed to synthesize it. The reactants are: [C:1]([NH:18][C@H:19]([C:34](O)=[O:35])[CH2:20][CH2:21][CH2:22][NH:23][C:24]([O:26][CH2:27][C:28]1[CH:33]=[CH:32][CH:31]=[CH:30][CH:29]=1)=[O:25])([O:3][CH2:4][CH:5]1[C:17]2[C:12](=[CH:13][CH:14]=[CH:15][CH:16]=2)[C:11]2[C:6]1=[CH:7][CH:8]=[CH:9][CH:10]=2)=[O:2].C1C=CC2N(O)N=NC=2C=1.CCN=C=NCCCN(C)C.Cl.[NH2:59][CH2:60][CH2:61][C:62]1[C:70]2[C:65](=[CH:66][CH:67]=[CH:68][CH:69]=2)[NH:64][CH:63]=1.